From a dataset of NCI-60 drug combinations with 297,098 pairs across 59 cell lines. Regression. Given two drug SMILES strings and cell line genomic features, predict the synergy score measuring deviation from expected non-interaction effect. Drug 1: C1=CC(=CC=C1C#N)C(C2=CC=C(C=C2)C#N)N3C=NC=N3. Drug 2: COC1=C2C(=CC3=C1OC=C3)C=CC(=O)O2. Cell line: SK-OV-3. Synergy scores: CSS=-5.38, Synergy_ZIP=1.84, Synergy_Bliss=2.19, Synergy_Loewe=-2.50, Synergy_HSA=-1.81.